This data is from Forward reaction prediction with 1.9M reactions from USPTO patents (1976-2016). The task is: Predict the product of the given reaction. (1) Given the reactants Br[C:2]1[CH:7]=[N:6][C:5]([Br:8])=[CH:4][N:3]=1.[F:9][C:10]1([C:16]([O:18][CH2:19][CH3:20])=[O:17])[CH2:15][CH2:14][NH:13][CH2:12][CH2:11]1.C(=O)([O-])[O-].[Cs+].[Cs+], predict the reaction product. The product is: [Br:8][C:5]1[N:6]=[CH:7][C:2]([N:13]2[CH2:12][CH2:11][C:10]([F:9])([C:16]([O:18][CH2:19][CH3:20])=[O:17])[CH2:15][CH2:14]2)=[N:3][CH:4]=1. (2) Given the reactants [CH3:1][N:2]([CH3:15])[C:3]1([C:13]#N)[CH2:12][CH2:11][C:6]2([O:10][CH2:9][CH2:8][O:7]2)[CH2:5][CH2:4]1.[C:16]1([Mg]Cl)[CH:21]=[CH:20]C=[CH:18][CH:17]=1, predict the reaction product. The product is: [CH3:1][N:2]([CH3:15])[C:3]1([C:13]2[CH:20]=[CH:21][CH:16]=[CH:17][CH:18]=2)[CH2:12][CH2:11][C:6]2([O:10][CH2:9][CH2:8][O:7]2)[CH2:5][CH2:4]1.